Task: Regression/Classification. Given a drug SMILES string, predict its absorption, distribution, metabolism, or excretion properties. Task type varies by dataset: regression for continuous measurements (e.g., permeability, clearance, half-life) or binary classification for categorical outcomes (e.g., BBB penetration, CYP inhibition). Dataset: b3db_classification.. Dataset: Blood-brain barrier permeability classification from the B3DB database (1) The drug is CC/C(=C(\c1ccccc1)c1ccc(OCCN(C)C)cc1)c1ccccc1. The result is 1 (penetrates BBB). (2) The drug is O=C1CN=C(c2ccccc2)c2cc(Cl)ccc2N1CC1CC1. The result is 1 (penetrates BBB). (3) The compound is Cc1ccccc1-c1ccc(N)cc1N(C)C(=O)C(C)(C)c1cc(C(F)(F)F)cc(C(F)(F)F)c1. The result is 1 (penetrates BBB). (4) The molecule is Nc1ncc2ncn(COCCO)c2n1. The result is 1 (penetrates BBB). (5) The compound is COC1CC2CCC(C)C(O)(O2)C(=O)C(=O)N2CCCCC2C(=O)OC(C(C)CC2CCC(O)C(OC)C2)CC(=O)C(C)C=C(C)C(O)C(OC)C(=O)C(C)CC(C)C=CC=CC=C1C. The result is 0 (does not penetrate BBB). (6) The molecule is CO/N=C(/C(=O)N[C@@H]1C(=O)N2C(C(=O)O)=C(CSc3nc(=O)c(=O)[nH]n3C)CS[C@H]12)c1csc(N)n1. The result is 1 (penetrates BBB). (7) The compound is CC1CCC(O)C/C1=C\C=C1/CCCC2(C)C1CCC2C(C)/C=C/C(C)C(C)C. The result is 0 (does not penetrate BBB). (8) The compound is CC(=O)OCC(=O)C1(O)C(C)CC2C3CC(F)(F)C4=CC(=O)C=CC4(C)C3(F)C(O)CC21C. The result is 1 (penetrates BBB).